Dataset: Full USPTO retrosynthesis dataset with 1.9M reactions from patents (1976-2016). Task: Predict the reactants needed to synthesize the given product. (1) Given the product [Br:13][C:14]1[CH:15]=[C:16]([O:9][CH:6]2[CH2:7][CH2:8][N:2]([CH3:1])[CH2:3][C:4]3[O:12][CH:11]=[CH:10][C:5]2=3)[CH:17]=[CH:18][C:19]=1[Br:20], predict the reactants needed to synthesize it. The reactants are: [CH3:1][N:2]1[CH2:8][CH2:7][CH:6]([OH:9])[C:5]2[CH:10]=[CH:11][O:12][C:4]=2[CH2:3]1.[Br:13][C:14]1[CH:15]=[C:16](F)[CH:17]=[CH:18][C:19]=1[Br:20]. (2) Given the product [ClH:12].[Cl:12][C:11]1[CH:7]=[C:3]([C:4]([NH2:6])=[O:5])[C:1](=[NH:2])[N:16]([CH:17]([C:19]2[CH:20]=[C:21]([C:22]#[N:23])[CH:24]=[C:25]([Cl:27])[CH:26]=2)[CH3:18])[CH:10]=1, predict the reactants needed to synthesize it. The reactants are: [C:1]([CH:3]([CH:7]1[C:11]([Cl:12])=[C:10](Cl)C(=O)O1)[C:4]([NH2:6])=[O:5])#[N:2].Cl.[NH2:16][CH:17]([C:19]1[CH:20]=[C:21]([CH:24]=[C:25]([Cl:27])[CH:26]=1)[C:22]#[N:23])[CH3:18].C(N(CC)CC)C. (3) The reactants are: [C:1]([N:4]1[C:13]2[C:8](=[CH:9][C:10]([C:14]3[CH:23]=[CH:22][C:17]([C:18]([O:20]C)=[O:19])=[CH:16][CH:15]=3)=[CH:11][CH:12]=2)[C@H:7]([NH:24][C:25]([O:27][CH:28]([CH3:30])[CH3:29])=[O:26])[CH2:6][C@@H:5]1[CH3:31])(=[O:3])[CH3:2].[OH-].[Li+:33]. Given the product [C:1]([N:4]1[C:13]2[C:8](=[CH:9][C:10]([C:14]3[CH:23]=[CH:22][C:17]([C:18]([O-:20])=[O:19])=[CH:16][CH:15]=3)=[CH:11][CH:12]=2)[C@H:7]([NH:24][C:25]([O:27][CH:28]([CH3:30])[CH3:29])=[O:26])[CH2:6][C@@H:5]1[CH3:31])(=[O:3])[CH3:2].[Li+:33], predict the reactants needed to synthesize it. (4) Given the product [CH2:1]([O:8][CH2:9][O:10][C@H:11]1[CH2:15][N:14]([C:37]([C@H:34]2[CH2:33][CH2:32][C@H:31]([C:30]([F:29])([F:40])[F:41])[CH2:36][CH2:35]2)=[O:38])[C@@H:13]([CH2:16][O:17][C:18]2[C:19]([C:24]([O:26][CH2:27][CH3:28])=[O:25])=[N:20][CH:21]=[CH:22][CH:23]=2)[CH2:12]1)[C:2]1[CH:7]=[CH:6][CH:5]=[CH:4][CH:3]=1, predict the reactants needed to synthesize it. The reactants are: [CH2:1]([O:8][CH2:9][O:10][C@H:11]1[CH2:15][NH:14][C@@H:13]([CH2:16][O:17][C:18]2[C:19]([C:24]([O:26][CH2:27][CH3:28])=[O:25])=[N:20][CH:21]=[CH:22][CH:23]=2)[CH2:12]1)[C:2]1[CH:7]=[CH:6][CH:5]=[CH:4][CH:3]=1.[F:29][C:30]([F:41])([F:40])[C@H:31]1[CH2:36][CH2:35][C@H:34]([C:37](O)=[O:38])[CH2:33][CH2:32]1.N1C2C(=CC=CC=2)C=C1C(O)=O.